Dataset: Reaction yield outcomes from USPTO patents with 853,638 reactions. Task: Predict the reaction yield, written as a fraction of the theoretical maximum amount of product (1.0 means a 100% yield; for example, 0.34 means a 34% yield). (1) The catalyst is C1COCC1. The yield is 0.840. The reactants are C(=O)=O.CC(C)=O.[Cl:8][C:9]1[CH:37]=[CH:36][C:12]2[N:13]([CH2:27][C:28]3[CH:33]=[CH:32][C:31]([O:34][CH3:35])=[CH:30][CH:29]=3)[C:14](=[O:26])[CH2:15][N:16]=[C:17]([C:18]3[CH:23]=[CH:22][C:21]([O:24][CH3:25])=[CH:20][CH:19]=3)[C:11]=2[CH:10]=1.CC([O-])(C)C.[K+].[Br:44][C:45]1[CH:46]=[C:47]([CH:50]=[CH:51][CH:52]=1)[CH2:48]Br. The product is [Br:44][C:45]1[CH:46]=[C:47]([CH:50]=[CH:51][CH:52]=1)[CH2:48][CH:15]1[C:14](=[O:26])[N:13]([CH2:27][C:28]2[CH:33]=[CH:32][C:31]([O:34][CH3:35])=[CH:30][CH:29]=2)[C:12]2[CH:36]=[CH:37][C:9]([Cl:8])=[CH:10][C:11]=2[C:17]([C:18]2[CH:23]=[CH:22][C:21]([O:24][CH3:25])=[CH:20][CH:19]=2)=[N:16]1. (2) The reactants are [NH2:1][C:2]1[N:3]([CH3:24])[C:4](=[O:23])[C:5]2([C:15]3[C:10](=[CH:11][CH:12]=[C:13](Br)[CH:14]=3)[O:9][CH:8]([C:17]3[CH:22]=[CH:21][CH:20]=[CH:19][CH:18]=3)[CH2:7]2)[N:6]=1.[CH3:25][NH:26][C:27]([C:29]1[CH:30]=[C:31](B(O)O)[CH:32]=[CH:33][CH:34]=1)=[O:28]. The catalyst is O1CCOCC1.C([O-])([O-])=O.[Cs+].[Cs+].Cl[Pd](Cl)([P](C1C=CC=CC=1)(C1C=CC=CC=1)C1C=CC=CC=1)[P](C1C=CC=CC=1)(C1C=CC=CC=1)C1C=CC=CC=1. The product is [NH2:1][C:2]1[N:3]([CH3:24])[C:4](=[O:23])[C:5]2([C:15]3[C:10](=[CH:11][CH:12]=[C:13]([C:33]4[CH:34]=[C:29]([CH:30]=[CH:31][CH:32]=4)[C:27]([NH:26][CH3:25])=[O:28])[CH:14]=3)[O:9][CH:8]([C:17]3[CH:22]=[CH:21][CH:20]=[CH:19][CH:18]=3)[CH2:7]2)[N:6]=1. The yield is 0.0400. (3) The reactants are [Br:1][CH2:2][C:3]([C:5]1[CH:6]=[CH:7][C:8]2[C:17]3[CH:16]=[C:15]4[CH2:18][CH2:19][CH2:20][C:21](=[O:22])[C:14]4=[CH:13][C:12]=3[O:11][CH2:10][C:9]=2[CH:23]=1)=[O:4].[Br-:24].[Br-].[Br-].[NH+]1C=CC=CC=1.[NH+]1C=CC=CC=1.[NH+]1C=CC=CC=1.ClCCl. The catalyst is CO. The product is [Br:24][CH:20]1[CH2:19][CH2:18][C:15]2=[CH:16][C:17]3[C:8]4[CH:7]=[CH:6][C:5]([C:3](=[O:4])[CH2:2][Br:1])=[CH:23][C:9]=4[CH2:10][O:11][C:12]=3[CH:13]=[C:14]2[C:21]1=[O:22]. The yield is 0.840.